This data is from Drug-target binding data from BindingDB using IC50 measurements. The task is: Regression. Given a target protein amino acid sequence and a drug SMILES string, predict the binding affinity score between them. We predict pIC50 (pIC50 = -log10(IC50 in M); higher means more potent). Dataset: bindingdb_ic50. The small molecule is NC1CCC(N[C@H]2C[C@@H]2c2ccc(OCc3cccc(N4CCNCC4)c3)cc2)CC1. The target protein (O60341) has sequence MLSGKKAAAAAAAAAAAATGTEAGPGTAGGSENGSEVAAQPAGLSGPAEVGPGAVGERTPRKKEPPRASPPGGLAEPPGSAGPQAGPTVVPGSATPMETGIAETPEGRRTSRRKRAKVEYREMDESLANLSEDEYYSEEERNAKAEKEKKLPPPPPQAPPEEENESEPEEPSGVEGAAFQSRLPHDRMTSQEAACFPDIISGPQQTQKVFLFIRNRTLQLWLDNPKIQLTFEATLQQLEAPYNSDTVLVHRVHSYLERHGLINFGIYKRIKPLPTKKTGKVIIIGSGVSGLAAARQLQSFGMDVTLLEARDRVGGRVATFRKGNYVADLGAMVVTGLGGNPMAVVSKQVNMELAKIKQKCPLYEANGQAVPKEKDEMVEQEFNRLLEATSYLSHQLDFNVLNNKPVSLGQALEVVIQLQEKHVKDEQIEHWKKIVKTQEELKELLNKMVNLKEKIKELHQQYKEASEVKPPRDITAEFLVKSKHRDLTALCKEYDELAET.... The pIC50 is 7.5.